From a dataset of Forward reaction prediction with 1.9M reactions from USPTO patents (1976-2016). Predict the product of the given reaction. (1) Given the reactants [CH:1]1([N:4]([CH2:20][C:21]2[CH:26]=[CH:25][C:24]([O:27][CH3:28])=[CH:23][CH:22]=2)[C:5]2[C:10]3=[N:11][CH:12]=[C:13]([C:14]#[N:15])[N:9]3[N:8]=[C:7](S(C)(=O)=O)[N:6]=2)[CH2:3][CH2:2]1.[NH2:29][C:30]1[C:31]([Cl:63])=[C:32]([N:38]2[CH2:43][CH2:42][C@@H:41]([NH:44][C:45](=[O:51])[O:46][C:47]([CH3:50])([CH3:49])[CH3:48])[C@H:40]([O:52][Si:53]([CH:60]([CH3:62])[CH3:61])([CH:57]([CH3:59])[CH3:58])[CH:54]([CH3:56])[CH3:55])[CH2:39]2)[CH:33]=[C:34]([C:36]#[N:37])[CH:35]=1, predict the reaction product. The product is: [Cl:63][C:31]1[C:30]([NH:29][C:7]2[N:6]=[C:5]([N:4]([CH:1]3[CH2:3][CH2:2]3)[CH2:20][C:21]3[CH:26]=[CH:25][C:24]([O:27][CH3:28])=[CH:23][CH:22]=3)[C:10]3=[N:11][CH:12]=[C:13]([C:14]#[N:15])[N:9]3[N:8]=2)=[CH:35][C:34]([C:36]#[N:37])=[CH:33][C:32]=1[N:38]1[CH2:43][CH2:42][C@@H:41]([NH:44][C:45](=[O:51])[O:46][C:47]([CH3:50])([CH3:49])[CH3:48])[C@H:40]([O:52][Si:53]([CH:60]([CH3:62])[CH3:61])([CH:54]([CH3:56])[CH3:55])[CH:57]([CH3:58])[CH3:59])[CH2:39]1. (2) The product is: [CH3:27][C@H:23]1[CH2:24][CH2:25][CH2:26][N:22]1[CH:19]1[CH2:20][CH2:21][C@H:17]([C:14]2[CH:15]=[CH:16][C:11]([NH2:10])=[CH:12][CH:13]=2)[CH2:18]1. Given the reactants C(OC(=O)[NH:10][C:11]1[CH:16]=[CH:15][C:14]([C@H:17]2[CH2:21][CH2:20][CH:19]([N:22]3[CH2:26][CH2:25][CH2:24][C@@H:23]3[CH3:27])[CH2:18]2)=[CH:13][CH:12]=1)C1C=CC=CC=1, predict the reaction product. (3) Given the reactants CN1CCN=C1[C:7]1[CH:12]=[CH:11][C:10]([NH:13][C:14](=[O:34])[CH:15]([C:27]2[CH:32]=[CH:31][CH:30]=[CH:29][C:28]=2[CH3:33])[NH:16][C:17]([NH:19][C:20]2[CH:25]=[CH:24][C:23]([Cl:26])=[CH:22][CH:21]=2)=[O:18])=[CH:9][CH:8]=1.[CH3:35][N:36]1[CH2:42][CH2:41][CH2:40][N:39](C2C=CC(N)=CC=2)[CH2:38][CH2:37]1.C(Cl)CCl, predict the reaction product. The product is: [CH3:35][N:36]1[CH2:42][CH2:41][CH2:40][N:39]([C:7]2[CH:8]=[CH:9][C:10]([NH:13][C:14](=[O:34])[CH:15]([C:27]3[CH:32]=[CH:31][CH:30]=[CH:29][C:28]=3[CH3:33])[NH:16][C:17]([NH:19][C:20]3[CH:21]=[CH:22][C:23]([Cl:26])=[CH:24][CH:25]=3)=[O:18])=[CH:11][CH:12]=2)[CH2:38][CH2:37]1. (4) Given the reactants [CH2:1]([N:8]1[C:16]2([CH2:21][CH2:20][N:19]([C:22]([O:24][C:25]([CH3:28])([CH3:27])[CH3:26])=[O:23])[CH:18]=[CH:17]2)[C:15]2[C:10](=[CH:11][CH:12]=[CH:13][CH:14]=2)[C:9]1=[O:29])[C:2]1[CH:7]=[CH:6][CH:5]=[CH:4][CH:3]=1, predict the reaction product. The product is: [CH2:1]([N:8]1[C:16]2([CH2:21][CH2:20][N:19]([C:22]([O:24][C:25]([CH3:27])([CH3:26])[CH3:28])=[O:23])[CH2:18][CH2:17]2)[C:15]2[C:10](=[CH:11][CH:12]=[CH:13][CH:14]=2)[C:9]1=[O:29])[C:2]1[CH:3]=[CH:4][CH:5]=[CH:6][CH:7]=1.